The task is: Predict the reaction yield, written as a fraction of the theoretical maximum amount of product (1.0 means a 100% yield; for example, 0.34 means a 34% yield).. This data is from Reaction yield outcomes from USPTO patents with 853,638 reactions. (1) The catalyst is ClCCl.CN(C1C=CN=CC=1)C. The product is [C:18]([Si:21]([O:12][CH:9]([CH2:8][CH2:7][C:6]1[S:5][C:4]2[CH:13]=[CH:14][CH:15]=[CH:16][C:3]=2[C:2]=1[Cl:1])[C:10]#[CH:11])([CH3:23])[CH3:22])([CH3:20])([CH3:19])[CH3:17]. The reactants are [Cl:1][C:2]1[C:3]2[CH:16]=[CH:15][CH:14]=[CH:13][C:4]=2[S:5][C:6]=1[CH2:7][CH2:8][CH:9]([OH:12])[C:10]#[CH:11].[CH3:17][C:18]([Si:21](Cl)([CH3:23])[CH3:22])([CH3:20])[CH3:19].C(N(CC)CC)C.C(=O)(O)[O-].[Na+]. The yield is 0.730. (2) The reactants are [Cl:1][C:2](=[CH2:10])[C:3]([CH3:9])([CH3:8])[C:4]([O:6]C)=[O:5].[OH-].[Na+]. The catalyst is O. The product is [Cl:1][C:2](=[CH2:10])[C:3]([CH3:9])([CH3:8])[C:4]([OH:6])=[O:5]. The yield is 0.700. (3) The reactants are [C:12]([O:11][C:9](O[C:9]([O:11][C:12]([CH3:15])([CH3:14])[CH3:13])=[O:10])=[O:10])([CH3:15])([CH3:14])[CH3:13].[CH3:16][O:17][C:18]([C@@H:20]1[CH2:24][C@@:23]([NH2:29])([C:25]([O:27][CH3:28])=[O:26])[CH2:22][N:21]1[CH2:30][C:31]1[CH:36]=[CH:35][CH:34]=[CH:33][CH:32]=1)=[O:19]. The catalyst is C(Cl)Cl. The product is [CH3:16][O:17][C:18]([C@@H:20]1[CH2:24][C@@:23]([NH:29][C:9]([O:11][C:12]([CH3:13])([CH3:14])[CH3:15])=[O:10])([C:25]([O:27][CH3:28])=[O:26])[CH2:22][N:21]1[CH2:30][C:31]1[CH:32]=[CH:33][CH:34]=[CH:35][CH:36]=1)=[O:19]. The yield is 1.00. (4) The reactants are [Cl:1][C:2]1[CH:7]=[CH:6][C:5]([C:8]2[CH:25]=[CH:24][C:11]3[CH2:12][N:13](C(OC(C)(C)C)=O)[CH2:14][CH2:15][O:16][C:10]=3[CH:9]=2)=[CH:4][CH:3]=1.C(OCC)(=O)C.Cl. The catalyst is C(OCC)(=O)C. The product is [ClH:1].[Cl:1][C:2]1[CH:3]=[CH:4][C:5]([C:8]2[CH:25]=[CH:24][C:11]3[CH2:12][NH:13][CH2:14][CH2:15][O:16][C:10]=3[CH:9]=2)=[CH:6][CH:7]=1. The yield is 0.838.